Dataset: Forward reaction prediction with 1.9M reactions from USPTO patents (1976-2016). Task: Predict the product of the given reaction. (1) The product is: [C:21]([O:25][C:26](=[O:33])[N:27]([CH2:29][CH2:30][O:31][NH:32][C:18]([C@@H:13]1[CH2:12][CH2:11][C@@H:10]2[CH2:17][N:14]1[C:15](=[O:16])[N:9]2[O:8][CH2:1][C:2]1[CH:3]=[CH:4][CH:5]=[CH:6][CH:7]=1)=[O:20])[CH3:28])([CH3:24])([CH3:22])[CH3:23]. Given the reactants [CH2:1]([O:8][N:9]1[C:15](=[O:16])[N:14]2[CH2:17][C@H:10]1[CH2:11][CH2:12][C@H:13]2[C:18]([OH:20])=O)[C:2]1[CH:7]=[CH:6][CH:5]=[CH:4][CH:3]=1.[C:21]([O:25][C:26](=[O:33])[N:27]([CH2:29][CH2:30][O:31][NH2:32])[CH3:28])([CH3:24])([CH3:23])[CH3:22], predict the reaction product. (2) Given the reactants [BH4-].[Na+].[OH:3][C:4]1[CH:5]=[C:6]([CH:16]=[CH:17][CH:18]=1)[C:7]([C:9]1[CH:14]=[CH:13][CH:12]=[C:11]([OH:15])[CH:10]=1)=[O:8].Cl, predict the reaction product. The product is: [OH:3][C:4]1[CH:5]=[C:6]([CH:7]([C:9]2[CH:14]=[CH:13][CH:12]=[C:11]([OH:15])[CH:10]=2)[OH:8])[CH:16]=[CH:17][CH:18]=1. (3) Given the reactants [N:1]1[C:10]2[C:5](=[CH:6][C:7]([CH:11]([CH3:15])[C:12](O)=[O:13])=[CH:8][CH:9]=2)[CH:4]=[CH:3][CH:2]=1.O.[NH2:17][NH2:18], predict the reaction product. The product is: [N:1]1[C:10]2[C:5](=[CH:6][C:7]([CH:11]([CH3:15])[C:12]([NH:17][NH2:18])=[O:13])=[CH:8][CH:9]=2)[CH:4]=[CH:3][CH:2]=1. (4) Given the reactants [Cl:1][C:2]1[CH:7]=[CH:6][C:5]([CH:8]([C:20]2[CH:25]=[CH:24][C:23]([Cl:26])=[CH:22][CH:21]=2)[C:9]2[CH:10]=[C:11]3[C:16](=[CH:17][CH:18]=2)[N:15]=[CH:14][N:13]=[C:12]3Cl)=[CH:4][CH:3]=1.Cl.Cl.[NH2:29][CH:30]1[CH2:35][CH2:34][N:33]([CH2:36][C:37]2[CH:38]=[C:39]([OH:43])[CH:40]=[CH:41][CH:42]=2)[CH2:32][CH2:31]1.CC(O)C, predict the reaction product. The product is: [Cl:1][C:2]1[CH:3]=[CH:4][C:5]([CH:8]([C:20]2[CH:21]=[CH:22][C:23]([Cl:26])=[CH:24][CH:25]=2)[C:9]2[CH:10]=[C:11]3[C:16](=[CH:17][CH:18]=2)[N:15]=[CH:14][N:13]=[C:12]3[NH:29][CH:30]2[CH2:31][CH2:32][N:33]([CH2:36][C:37]3[CH:38]=[C:39]([OH:43])[CH:40]=[CH:41][CH:42]=3)[CH2:34][CH2:35]2)=[CH:6][CH:7]=1. (5) Given the reactants [NH2:1][C:2]1[C:11]2[C:6](=[CH:7][C:8]([CH2:12][NH:13][C:14](=[O:29])[C:15]3[CH:20]=[C:19]([CH2:21][C:22]4[CH:27]=[CH:26][N:25]=[C:24](F)[CH:23]=4)[CH:18]=[N:17][CH:16]=3)=[CH:9][CH:10]=2)[CH:5]=[CH:4][N:3]=1.[NH:30]1[CH2:34][CH2:33][CH2:32][CH2:31]1, predict the reaction product. The product is: [NH2:1][C:2]1[C:11]2[C:6](=[CH:7][C:8]([CH2:12][NH:13][C:14](=[O:29])[C:15]3[CH:20]=[C:19]([CH2:21][C:22]4[CH:27]=[CH:26][N:25]=[C:24]([N:30]5[CH2:34][CH2:33][CH2:32][CH2:31]5)[CH:23]=4)[CH:18]=[N:17][CH:16]=3)=[CH:9][CH:10]=2)[CH:5]=[CH:4][N:3]=1. (6) Given the reactants [Cl:1][C:2]1[CH:3]=[C:4]([C:17]2[CH:22]=[CH:21][C:20]([C@@:23]([OH:29])([CH3:28])[C:24]([F:27])([F:26])[F:25])=[CH:19][CH:18]=2)[CH:5]=[CH:6][C:7]=1[S:8]([C:11]1[CH:16]=[CH:15][CH:14]=[CH:13][CH:12]=1)(=[O:10])=[O:9].C1N=C(N)C2N=CN([C@@H]3O[C@H](COP(OP(OC[C@H]4O[C@@H](N5C=C(C(N)=O)CC=C5)[C@H](O)[C@@H]4O)(O)=O)(O)=O)[C@@H](O)[C@H]3OP(O)(O)=O)C=2N=1, predict the reaction product. The product is: [Cl:1][C:2]1[CH:3]=[C:4]([C:17]2[CH:22]=[CH:21][C:20]([C@:23]([OH:29])([CH3:28])[C:24]([F:25])([F:26])[F:27])=[CH:19][CH:18]=2)[CH:5]=[CH:6][C:7]=1[S:8]([C:11]1[CH:12]=[CH:13][CH:14]=[CH:15][CH:16]=1)(=[O:10])=[O:9]. (7) Given the reactants [CH2:1]([O:8][C:9]1[CH:18]=[CH:17][C:12]([C:13]([O:15][CH3:16])=[O:14])=[CH:11][N:10]=1)[C:2]1[CH:7]=[CH:6][CH:5]=[CH:4][CH:3]=1.Cl[C:20]1C=CC(C(OC)=O)=C(C)N=1, predict the reaction product. The product is: [CH2:1]([O:8][C:9]1[CH:18]=[CH:17][C:12]([C:13]([O:15][CH3:16])=[O:14])=[C:11]([CH3:20])[N:10]=1)[C:2]1[CH:3]=[CH:4][CH:5]=[CH:6][CH:7]=1. (8) Given the reactants [F:1][C:2]([F:14])([F:13])[C:3]1[CH:4]=[C:5]([CH:10]=[CH:11][CH:12]=1)[CH:6]=[CH:7][CH:8]=O.[C:15]1([C@H:25]([NH2:27])[CH3:26])[C:24]2[C:19](=[CH:20][CH:21]=[CH:22][CH:23]=2)[CH:18]=[CH:17][CH:16]=1.Cl, predict the reaction product. The product is: [CH3:26][CH:25]([C:15]1[C:24]2[C:19](=[CH:20][CH:21]=[CH:22][CH:23]=2)[CH:18]=[CH:17][CH:16]=1)[NH:27][CH2:8][CH2:7][CH2:6][C:5]1[CH:10]=[CH:11][CH:12]=[C:3]([C:2]([F:14])([F:13])[F:1])[CH:4]=1. (9) Given the reactants [Cl:1][C:2]1[CH:3]=[CH:4][C:5]([C:35]#[N:36])=[C:6]([C:8]2[C:13]([O:14][CH3:15])=[CH:12][N:11]([CH2:16][C:17]([NH:19][C:20]3[CH:21]=[CH:22][C:23]4[N:24]([CH:26]=[C:27]([C:29]([O:31]CC)=[O:30])[N:28]=4)[CH:25]=3)=[O:18])[C:10](=[O:34])[CH:9]=2)[CH:7]=1.[OH-].[Li+], predict the reaction product. The product is: [ClH:1].[Cl:1][C:2]1[CH:3]=[CH:4][C:5]([C:35]#[N:36])=[C:6]([C:8]2[C:13]([O:14][CH3:15])=[CH:12][N:11]([CH2:16][C:17]([NH:19][C:20]3[CH:21]=[CH:22][C:23]4[N:24]([CH:26]=[C:27]([C:29]([OH:31])=[O:30])[N:28]=4)[CH:25]=3)=[O:18])[C:10](=[O:34])[CH:9]=2)[CH:7]=1.